Dataset: NCI-60 drug combinations with 297,098 pairs across 59 cell lines. Task: Regression. Given two drug SMILES strings and cell line genomic features, predict the synergy score measuring deviation from expected non-interaction effect. (1) Drug 1: C1CN1P(=S)(N2CC2)N3CC3. Drug 2: COCCOC1=C(C=C2C(=C1)C(=NC=N2)NC3=CC=CC(=C3)C#C)OCCOC.Cl. Cell line: SK-OV-3. Synergy scores: CSS=11.0, Synergy_ZIP=-2.90, Synergy_Bliss=-1.91, Synergy_Loewe=-2.21, Synergy_HSA=-1.48. (2) Drug 1: CC1OCC2C(O1)C(C(C(O2)OC3C4COC(=O)C4C(C5=CC6=C(C=C35)OCO6)C7=CC(=C(C(=C7)OC)O)OC)O)O. Drug 2: CC1C(C(CC(O1)OC2CC(OC(C2O)C)OC3=CC4=CC5=C(C(=O)C(C(C5)C(C(=O)C(C(C)O)O)OC)OC6CC(C(C(O6)C)O)OC7CC(C(C(O7)C)O)OC8CC(C(C(O8)C)O)(C)O)C(=C4C(=C3C)O)O)O)O. Cell line: A549. Synergy scores: CSS=38.5, Synergy_ZIP=0.0247, Synergy_Bliss=-0.559, Synergy_Loewe=-1.97, Synergy_HSA=-0.622. (3) Drug 1: CCC(=C(C1=CC=CC=C1)C2=CC=C(C=C2)OCCN(C)C)C3=CC=CC=C3.C(C(=O)O)C(CC(=O)O)(C(=O)O)O. Drug 2: CC1=C2C(C(=O)C3(C(CC4C(C3C(C(C2(C)C)(CC1OC(=O)C(C(C5=CC=CC=C5)NC(=O)C6=CC=CC=C6)O)O)OC(=O)C7=CC=CC=C7)(CO4)OC(=O)C)O)C)OC(=O)C. Cell line: SK-OV-3. Synergy scores: CSS=20.8, Synergy_ZIP=5.52, Synergy_Bliss=10.7, Synergy_Loewe=-9.43, Synergy_HSA=8.94. (4) Drug 1: CN(C)C1=NC(=NC(=N1)N(C)C)N(C)C. Drug 2: C1CN1P(=S)(N2CC2)N3CC3. Cell line: UACC62. Synergy scores: CSS=12.1, Synergy_ZIP=-6.73, Synergy_Bliss=-4.09, Synergy_Loewe=-21.9, Synergy_HSA=-4.70. (5) Drug 1: CC1=C2C(C(=O)C3(C(CC4C(C3C(C(C2(C)C)(CC1OC(=O)C(C(C5=CC=CC=C5)NC(=O)OC(C)(C)C)O)O)OC(=O)C6=CC=CC=C6)(CO4)OC(=O)C)O)C)O. Drug 2: CCN(CC)CCNC(=O)C1=C(NC(=C1C)C=C2C3=C(C=CC(=C3)F)NC2=O)C. Cell line: SK-MEL-28. Synergy scores: CSS=21.8, Synergy_ZIP=4.63, Synergy_Bliss=12.2, Synergy_Loewe=8.88, Synergy_HSA=10.1.